The task is: Regression. Given two drug SMILES strings and cell line genomic features, predict the synergy score measuring deviation from expected non-interaction effect.. This data is from NCI-60 drug combinations with 297,098 pairs across 59 cell lines. (1) Drug 1: CC1C(C(CC(O1)OC2CC(CC3=C2C(=C4C(=C3O)C(=O)C5=C(C4=O)C(=CC=C5)OC)O)(C(=O)CO)O)N)O.Cl. Drug 2: COCCOC1=C(C=C2C(=C1)C(=NC=N2)NC3=CC=CC(=C3)C#C)OCCOC.Cl. Cell line: SN12C. Synergy scores: CSS=12.4, Synergy_ZIP=-6.36, Synergy_Bliss=1.38, Synergy_Loewe=4.12, Synergy_HSA=4.32. (2) Drug 2: CC(C)NC(=O)C1=CC=C(C=C1)CNNC.Cl. Cell line: NCI-H522. Synergy scores: CSS=18.9, Synergy_ZIP=-2.83, Synergy_Bliss=-0.466, Synergy_Loewe=-5.77, Synergy_HSA=-1.50. Drug 1: C1=CC(=CC=C1CCCC(=O)O)N(CCCl)CCCl. (3) Drug 1: CCCCCOC(=O)NC1=NC(=O)N(C=C1F)C2C(C(C(O2)C)O)O. Drug 2: CC1=C2C(C(=O)C3(C(CC4C(C3C(C(C2(C)C)(CC1OC(=O)C(C(C5=CC=CC=C5)NC(=O)OC(C)(C)C)O)O)OC(=O)C6=CC=CC=C6)(CO4)OC(=O)C)O)C)O. Synergy scores: CSS=5.78, Synergy_ZIP=2.24, Synergy_Bliss=7.12, Synergy_Loewe=2.07, Synergy_HSA=2.43. Cell line: EKVX. (4) Drug 1: C1C(C(OC1N2C=C(C(=O)NC2=O)F)CO)O. Cell line: HOP-92. Synergy scores: CSS=25.6, Synergy_ZIP=-6.99, Synergy_Bliss=-0.736, Synergy_Loewe=-40.7, Synergy_HSA=0.813. Drug 2: CC(C)NC(=O)C1=CC=C(C=C1)CNNC.Cl. (5) Cell line: HCT-15. Drug 1: CN(C)C1=NC(=NC(=N1)N(C)C)N(C)C. Synergy scores: CSS=-4.39, Synergy_ZIP=2.16, Synergy_Bliss=2.11, Synergy_Loewe=-3.57, Synergy_HSA=-3.34. Drug 2: CC(C)NC(=O)C1=CC=C(C=C1)CNNC.Cl. (6) Drug 1: CC1CCC2CC(C(=CC=CC=CC(CC(C(=O)C(C(C(=CC(C(=O)CC(OC(=O)C3CCCCN3C(=O)C(=O)C1(O2)O)C(C)CC4CCC(C(C4)OC)OCCO)C)C)O)OC)C)C)C)OC. Drug 2: CN1C2=C(C=C(C=C2)N(CCCl)CCCl)N=C1CCCC(=O)O.Cl. Cell line: A549. Synergy scores: CSS=26.9, Synergy_ZIP=-5.20, Synergy_Bliss=3.22, Synergy_Loewe=-23.2, Synergy_HSA=0.728.